From a dataset of Full USPTO retrosynthesis dataset with 1.9M reactions from patents (1976-2016). Predict the reactants needed to synthesize the given product. (1) The reactants are: C[Si]([N-][Si](C)(C)C)(C)C.[Li+].C1(C)C=CC=CC=1.[Cl:18][C:19]1[C:23]([S:24](=[O:34])(=[O:33])[NH:25][C@H:26]([C:29]([F:32])([F:31])[F:30])[CH2:27][CH3:28])=[CH:22][N:21]([CH3:35])[C:20]=1[C:36](OC)=[O:37].[NH2:40][C:41]1[CH:42]=[CH:43][C:44]([F:49])=[C:45]([CH:48]=1)[C:46]#[N:47]. Given the product [Cl:18][C:19]1[C:23]([S:24](=[O:33])(=[O:34])[NH:25][C@H:26]([C:29]([F:30])([F:31])[F:32])[CH2:27][CH3:28])=[CH:22][N:21]([CH3:35])[C:20]=1[C:36]([NH:40][C:41]1[CH:42]=[CH:43][C:44]([F:49])=[C:45]([C:46]#[N:47])[CH:48]=1)=[O:37], predict the reactants needed to synthesize it. (2) Given the product [NH:24]1[CH2:23][CH2:22][CH:21]([CH2:20][CH2:19][O:18][C:14]2[CH:13]=[C:12]([CH:17]=[CH:16][CH:15]=2)[C:11]([O:10][CH2:8][CH3:9])=[O:34])[CH2:26][CH2:25]1, predict the reactants needed to synthesize it. The reactants are: C(O)(C(F)(F)F)=O.[CH2:8]([O:10][C:11](=[O:34])[C:12]1[CH:17]=[CH:16][CH:15]=[C:14]([O:18][CH2:19][CH2:20][CH:21]2[CH2:26][CH2:25][N:24](C(OC(C)(C)C)=O)[CH2:23][CH2:22]2)[CH:13]=1)[CH3:9]. (3) Given the product [C:10]([O:13][C:14]([NH:1][C:2]1[CH:7]=[CH:6][C:5]([CH3:8])=[CH:4][N:3]=1)=[O:15])([CH3:12])([CH3:11])[CH3:9], predict the reactants needed to synthesize it. The reactants are: [NH2:1][C:2]1[CH:7]=[CH:6][C:5]([CH3:8])=[CH:4][N:3]=1.[CH3:9][C:10]([O:13][C:14](O[C:14]([O:13][C:10]([CH3:12])([CH3:11])[CH3:9])=[O:15])=[O:15])([CH3:12])[CH3:11].